This data is from Retrosynthesis with 50K atom-mapped reactions and 10 reaction types from USPTO. The task is: Predict the reactants needed to synthesize the given product. Given the product COCCN1CCN(N2C(=O)S/C(=C\c3ccc4c(cnn4Cc4ccc(Cl)cc4C(F)(F)F)c3)C2=O)CC1, predict the reactants needed to synthesize it. The reactants are: COCCBr.O=C1S/C(=C\c2ccc3c(cnn3Cc3ccc(Cl)cc3C(F)(F)F)c2)C(=O)N1N1CCNCC1.